This data is from Reaction yield outcomes from USPTO patents with 853,638 reactions. The task is: Predict the reaction yield, written as a fraction of the theoretical maximum amount of product (1.0 means a 100% yield; for example, 0.34 means a 34% yield). (1) The product is [CH3:21][CH:22]1[CH2:26][CH2:25][CH2:24][N:23]1[CH2:2][CH2:3][CH2:4][O:5][C:6]1[CH:11]=[CH:10][C:9]([C:12]2[S:13][C:14]3[CH2:15][NH:16][CH2:17][CH2:18][C:19]=3[N:20]=2)=[CH:8][CH:7]=1. The catalyst is C(#N)C.O. The yield is 0.590. The reactants are Cl[CH2:2][CH2:3][CH2:4][O:5][C:6]1[CH:11]=[CH:10][C:9]([C:12]2[S:13][C:14]3[CH2:15][NH:16][CH2:17][CH2:18][C:19]=3[N:20]=2)=[CH:8][CH:7]=1.[CH3:21][CH:22]1[CH2:26][CH2:25][CH2:24][NH:23]1.[I-].[Na+]. (2) The reactants are [CH3:1][C:2]1[O:6][N:5]=[C:4]([C:7]2[CH:12]=[CH:11][CH:10]=[CH:9][N:8]=2)[C:3]=1[CH2:13][O:14][C:15]1[CH:16]=[CH:17][C:18]([C:21]([OH:23])=O)=[N:19][CH:20]=1.[CH3:24][CH:25]([NH2:30])[C:26]([F:29])([F:28])[F:27]. No catalyst specified. The product is [F:27][C:26]([F:29])([F:28])[C@@H:25]([NH:30][C:21]([C:18]1[CH:17]=[CH:16][C:15]([O:14][CH2:13][C:3]2[C:4]([C:7]3[CH:12]=[CH:11][CH:10]=[CH:9][N:8]=3)=[N:5][O:6][C:2]=2[CH3:1])=[CH:20][N:19]=1)=[O:23])[CH3:24]. The yield is 0.700. (3) The reactants are [P:1]([O:39]C)([O:37]C)([O:3][CH2:4][CH2:5][C@@H:6]([NH:23][C:24]([C:26]1[CH:31]=[CH:30][C:29]([O:32][CH:33]([CH3:35])[CH3:34])=[C:28]([Cl:36])[CH:27]=1)=[O:25])[CH2:7][C:8]1[CH:13]=[CH:12][C:11]([C:14]2[N:15]=[C:16]([C:20](=[O:22])[CH3:21])[N:17]([CH3:19])[CH:18]=2)=[CH:10][CH:9]=1)=[O:2]. The catalyst is Br.CC(O)=O. The product is [P:1]([OH:37])([OH:39])([O:3][CH2:4][CH2:5][C@@H:6]([NH:23][C:24]([C:26]1[CH:31]=[CH:30][C:29]([O:32][CH:33]([CH3:35])[CH3:34])=[C:28]([Cl:36])[CH:27]=1)=[O:25])[CH2:7][C:8]1[CH:13]=[CH:12][C:11]([C:14]2[N:15]=[C:16]([C:20](=[O:22])[CH3:21])[N:17]([CH3:19])[CH:18]=2)=[CH:10][CH:9]=1)=[O:2]. The yield is 0.190. (4) The reactants are [NH2:1][C:2]1[N:6]([C:7]2[CH:8]=[C:9]([CH:16]=[CH:17][C:18]=2[CH3:19])[C:10]([NH:12][CH:13]2[CH2:15][CH2:14]2)=[O:11])[N:5]=[CH:4][C:3]=1[C:20](=[O:28])[C:21]1[CH:26]=[CH:25][CH:24]=[C:23](I)[CH:22]=1.[C:29]([Cu])#[N:30]. The catalyst is CN(C=O)C.C1C=CC([P]([Pd]([P](C2C=CC=CC=2)(C2C=CC=CC=2)C2C=CC=CC=2)([P](C2C=CC=CC=2)(C2C=CC=CC=2)C2C=CC=CC=2)[P](C2C=CC=CC=2)(C2C=CC=CC=2)C2C=CC=CC=2)(C2C=CC=CC=2)C2C=CC=CC=2)=CC=1. The product is [NH2:1][C:2]1[N:6]([C:7]2[CH:8]=[C:9]([CH:16]=[CH:17][C:18]=2[CH3:19])[C:10]([NH:12][CH:13]2[CH2:15][CH2:14]2)=[O:11])[N:5]=[CH:4][C:3]=1[C:20](=[O:28])[C:21]1[CH:26]=[CH:25][CH:24]=[C:23]([C:29]#[N:30])[CH:22]=1. The yield is 0.340. (5) The reactants are C([O:5][C:6]([C:8]1[C:16]2[C:11](=[CH:12][C:13]([C:17]3(O)[CH2:22][CH2:21][O:20][CH2:19][CH2:18]3)=[CH:14][CH:15]=2)[NH:10][N:9]=1)=[O:7])(C)(C)C.C([SiH](CC)CC)C.ClCCl. The catalyst is FC(F)(F)C(O)=O. The product is [O:20]1[CH2:21][CH2:22][CH:17]([C:13]2[CH:12]=[C:11]3[C:16]([C:8]([C:6]([OH:7])=[O:5])=[N:9][NH:10]3)=[CH:15][CH:14]=2)[CH2:18][CH2:19]1. The yield is 0.600. (6) The reactants are [F:1][C:2]1([CH2:10][C:11]2[CH:19]=[CH:18][C:14]([C:15]([OH:17])=O)=[CH:13][CH:12]=2)[CH2:9][CH2:8][CH2:7][CH2:6][CH2:5][C:4]#[C:3]1.FC(F)(F)C([O-])=O.[O:27]=[C:28]1[CH:32]=[CH:31][C:30](=[O:33])[N:29]1[CH2:34][CH2:35][CH2:36][NH3+:37].ON1C2C=CC=CC=2N=N1. The catalyst is C(Cl)Cl. The product is [O:27]=[C:28]1[CH:32]=[CH:31][C:30](=[O:33])[N:29]1[CH2:34][CH2:35][CH2:36][NH:37][C:15](=[O:17])[C:14]1[CH:13]=[CH:12][C:11]([CH2:10][C:2]2([F:1])[CH2:9][CH2:8][CH2:7][CH2:6][CH2:5][C:4]#[C:3]2)=[CH:19][CH:18]=1. The yield is 0.650. (7) The reactants are [Br:1][C:2]1[S:6][C:5]([C:7]([NH:9][C:10]2[C:15]([Cl:16])=[CH:14][CH:13]=[CH:12][C:11]=2[Cl:17])=[NH:8])=[CH:4][CH:3]=1.C(=O)(O)[O-].[Na+].Br[CH2:24][C:25](=O)[C:26]([O:28][CH2:29][CH3:30])=[O:27]. The catalyst is C(O)(C)C. The product is [CH2:29]([O:28][C:26]([C:25]1[N:8]=[C:7]([C:5]2[S:6][C:2]([Br:1])=[CH:3][CH:4]=2)[N:9]([C:10]2[C:11]([Cl:17])=[CH:12][CH:13]=[CH:14][C:15]=2[Cl:16])[CH:24]=1)=[O:27])[CH3:30]. The yield is 0.670. (8) The reactants are [C:1]([O:5][C:6]([N:8]1[CH2:13][C@H:12]([CH2:14]Cl)[N:11]([CH2:16][C:17]([N:19]2[C:27]3[CH:26]=[C:25]([CH2:28][C:29]4[CH:34]=[CH:33][C:32]([F:35])=[CH:31][C:30]=4[F:36])[N:24]=[CH:23][C:22]=3[C:21]([CH3:38])([CH3:37])[CH2:20]2)=[O:18])[CH2:10][C@H:9]1[CH3:39])=[O:7])([CH3:4])([CH3:3])[CH3:2].[I-].[K+].C(=O)([O-])[O-].[K+].[K+].[NH:48]1[CH:53]=[CH:52][CH:51]=[N:50][C:49]1=[O:54]. The catalyst is C(#N)C. The product is [C:1]([O:5][C:6]([N:8]1[CH2:13][C@H:12]([CH2:14][N:50]2[CH:51]=[CH:52][CH:53]=[N:48][C:49]2=[O:54])[N:11]([CH2:16][C:17]([N:19]2[C:27]3[CH:26]=[C:25]([CH2:28][C:29]4[CH:34]=[CH:33][C:32]([F:35])=[CH:31][C:30]=4[F:36])[N:24]=[CH:23][C:22]=3[C:21]([CH3:38])([CH3:37])[CH2:20]2)=[O:18])[CH2:10][C@H:9]1[CH3:39])=[O:7])([CH3:4])([CH3:3])[CH3:2]. The yield is 0.490.